Dataset: Forward reaction prediction with 1.9M reactions from USPTO patents (1976-2016). Task: Predict the product of the given reaction. (1) Given the reactants Cl.[O:2]1C=CC=C1C1NC2C=CC(N)=CC=2N=1.S1C=CC=C1C1NC2C=CC(N)=CC=2N=1.[NH:32]1[CH:36]=[CH:35][CH:34]=[C:33]1[C:37]1[NH:41][C:40]2[CH:42]=[CH:43][C:44]([NH2:46])=[CH:45][C:39]=2[N:38]=1.[OH2:47], predict the reaction product. The product is: [N+:46]([C:44]1[CH:43]=[CH:42][C:40]2[NH:41][C:37]([C:33]3[NH:32][CH:36]=[CH:35][CH:34]=3)=[N:38][C:39]=2[CH:45]=1)([O-:2])=[O:47]. (2) Given the reactants [F:1][C:2]1[CH:7]=[CH:6][C:5]([F:8])=[CH:4][C:3]=1[C@H:9]1[CH2:13][CH2:12][CH2:11][N:10]1[C:14]1[CH:19]=[CH:18][N:17]2[N:20]=[CH:21][C:22]([C:23]#[CH:24])=[C:16]2[N:15]=1.[N:25]([CH:28]1[CH2:33][CH2:32][O:31][CH2:30][CH2:29]1)=[N+:26]=[N-:27].O.[NH4+].[OH-], predict the reaction product. The product is: [F:1][C:2]1[CH:7]=[CH:6][C:5]([F:8])=[CH:4][C:3]=1[C@H:9]1[CH2:13][CH2:12][CH2:11][N:10]1[C:14]1[CH:19]=[CH:18][N:17]2[N:20]=[CH:21][C:22]([C:23]3[N:27]=[N:26][N:25]([CH:28]4[CH2:33][CH2:32][O:31][CH2:30][CH2:29]4)[CH:24]=3)=[C:16]2[N:15]=1. (3) Given the reactants [F:1][C:2]1[CH:3]=[C:4]2[C:8](=[CH:9][CH:10]=1)[N:7]([CH3:11])[C:6]([C:12]([NH:14][C@H:15]([C:19]([NH:21][CH:22]([CH:31]([OH:44])[CH2:32][O:33][C:34]1[C:39]([F:40])=[C:38]([F:41])[CH:37]=[C:36]([F:42])[C:35]=1[F:43])[CH2:23][C:24]([O:26][C:27]([CH3:30])([CH3:29])[CH3:28])=[O:25])=[O:20])[CH:16]([CH3:18])[CH3:17])=[O:13])=[CH:5]2.CC(OI1(OC(C)=O)(OC(C)=O)OC(=O)C2C=CC=CC1=2)=O, predict the reaction product. The product is: [F:1][C:2]1[CH:3]=[C:4]2[C:8](=[CH:9][CH:10]=1)[N:7]([CH3:11])[C:6]([C:12]([NH:14][C@H:15]([C:19]([NH:21][CH:22]([C:31](=[O:44])[CH2:32][O:33][C:34]1[C:39]([F:40])=[C:38]([F:41])[CH:37]=[C:36]([F:42])[C:35]=1[F:43])[CH2:23][C:24]([O:26][C:27]([CH3:29])([CH3:30])[CH3:28])=[O:25])=[O:20])[CH:16]([CH3:17])[CH3:18])=[O:13])=[CH:5]2. (4) Given the reactants [F:1][C:2]([F:25])([F:24])[C:3]([CH2:8][C:9]1([CH3:23])[C:18]2[C:13](=[CH:14][CH:15]=[C:16]([S:19]([CH3:22])(=[O:21])=[O:20])[CH:17]=2)[O:12][CH2:11][CH2:10]1)([OH:7])[CH2:4][C:5]#[CH:6].[C:26]([C:28]1[CH:33]=[C:32]([N+:34]([O-:36])=[O:35])[C:31](OS(C(F)(F)F)(=O)=O)=[C:30]([CH3:45])[CH:29]=1)#[N:27].C(N(CC)CC)C, predict the reaction product. The product is: [CH3:45][C:30]1[CH:29]=[C:28]([CH:33]=[C:32]([N+:34]([O-:36])=[O:35])[C:31]=1[C:6]#[C:5][CH2:4][C:3]([OH:7])([CH2:8][C:9]1([CH3:23])[C:18]2[C:13](=[CH:14][CH:15]=[C:16]([S:19]([CH3:22])(=[O:21])=[O:20])[CH:17]=2)[O:12][CH2:11][CH2:10]1)[C:2]([F:1])([F:24])[F:25])[C:26]#[N:27]. (5) The product is: [CH3:19][CH:15]([C:8]1[C:7]2[C:11](=[CH:12][CH:13]=[CH:14][C:6]=2[Br:5])[NH:10][CH:9]=1)[C:16]([OH:18])=[O:17]. Given the reactants S(Cl)(Cl)=O.[Br:5][C:6]1[CH:14]=[CH:13][CH:12]=[C:11]2[C:7]=1[C:8]([CH2:15][C:16]([OH:18])=[O:17])=[CH:9][NH:10]2.[C:19](=O)([O-])O.[Na+], predict the reaction product.